Dataset: Full USPTO retrosynthesis dataset with 1.9M reactions from patents (1976-2016). Task: Predict the reactants needed to synthesize the given product. (1) Given the product [ClH:67].[NH2:8][CH2:9][C@H:10]1[CH2:15][CH2:14][C@H:13]([C:16]([NH:18][C@H:19]([C:53](=[O:66])[NH:54][C:55]2[CH:56]=[CH:57][C:58]([C:61]3[N:62]=[N:63][NH:64][N:65]=3)=[CH:59][CH:60]=2)[CH2:20][C:21]2[CH:26]=[CH:25][C:24]([C:27]3[CH:32]=[CH:31][C:30]([C:33]([NH:35][CH:36]4[CH2:37][CH2:38][NH:39][CH2:40][CH2:41]4)=[O:34])=[C:29]([C:49]([F:51])([F:52])[F:50])[CH:28]=3)=[CH:23][CH:22]=2)=[O:17])[CH2:12][CH2:11]1, predict the reactants needed to synthesize it. The reactants are: C(OC([NH:8][CH2:9][C@H:10]1[CH2:15][CH2:14][C@H:13]([C:16]([NH:18][C@H:19]([C:53](=[O:66])[NH:54][C:55]2[CH:60]=[CH:59][C:58]([C:61]3[N:62]=[N:63][NH:64][N:65]=3)=[CH:57][CH:56]=2)[CH2:20][C:21]2[CH:26]=[CH:25][C:24]([C:27]3[CH:32]=[CH:31][C:30]([C:33]([NH:35][CH:36]4[CH2:41][CH2:40][N:39](C(OC(C)(C)C)=O)[CH2:38][CH2:37]4)=[O:34])=[C:29]([C:49]([F:52])([F:51])[F:50])[CH:28]=3)=[CH:23][CH:22]=2)=[O:17])[CH2:12][CH2:11]1)=O)(C)(C)C.[ClH:67]. (2) Given the product [C:23]1([CH2:22][CH2:21][CH2:20][O:17][C:16]([C@@H:11]2[CH2:12][S:13][CH2:14][CH2:15][N:10]2[S:7]([C:4]2[CH:3]=[CH:2][C:1]([CH3:19])=[CH:6][CH:5]=2)(=[O:9])=[O:8])=[O:18])[CH:24]=[CH:25][CH:26]=[CH:27][CH:28]=1, predict the reactants needed to synthesize it. The reactants are: [C:1]1([CH3:19])[CH:6]=[CH:5][C:4]([S:7]([N:10]2[CH2:15][CH2:14][S:13][CH2:12][C@H:11]2[C:16]([OH:18])=[O:17])(=[O:9])=[O:8])=[CH:3][CH:2]=1.[CH3:20][CH2:21][CH:22](O)[C:23]1[CH:24]=[CH:25][CH:26]=[CH:27][CH:28]=1.C1CCC(N=C=NC2CCCCC2)CC1. (3) Given the product [CH3:12][O:11][C:10]1[CH:9]=[CH:8][C:4]([C:5]([OH:7])=[O:6])=[CH:3][C:2]=1[C:17]#[C:16][CH2:15][NH:14][CH3:13], predict the reactants needed to synthesize it. The reactants are: I[C:2]1[CH:3]=[C:4]([CH:8]=[CH:9][C:10]=1[O:11][CH3:12])[C:5]([OH:7])=[O:6].[CH3:13][NH:14][CH2:15][C:16]#[CH:17]. (4) The reactants are: Br[C:2]1[CH:14]=[CH:13][C:5]([O:6][CH:7]2[CH2:12][CH2:11][CH2:10][CH2:9][O:8]2)=[CH:4][C:3]=1[CH3:15].[CH:16]([C:18]1[CH:19]=[C:20](B(O)O)[CH:21]=[CH:22][CH:23]=1)=[O:17].O.C(OCC)(=O)C. Given the product [CH3:15][C:3]1[CH:4]=[C:5]([O:6][CH:7]2[CH2:12][CH2:11][CH2:10][CH2:9][O:8]2)[CH:13]=[CH:14][C:2]=1[C:22]1[CH:21]=[CH:20][CH:19]=[C:18]([CH:16]=[O:17])[CH:23]=1, predict the reactants needed to synthesize it. (5) Given the product [N:20]1([C:27]2[CH:28]=[CH:29][C:30]([NH:33][C:8]3[C:9](=[O:10])[N:5]([C:1]([CH3:4])([CH3:3])[CH3:2])[S:6](=[O:19])(=[O:18])[C:7]=3[C:12]3[CH:17]=[CH:16][CH:15]=[CH:14][CH:13]=3)=[CH:31][CH:32]=2)[CH2:26][CH2:25][CH2:24][CH2:23][CH2:22][CH2:21]1, predict the reactants needed to synthesize it. The reactants are: [C:1]([N:5]1[C:9](=[O:10])[C:8](Cl)=[C:7]([C:12]2[CH:17]=[CH:16][CH:15]=[CH:14][CH:13]=2)[S:6]1(=[O:19])=[O:18])([CH3:4])([CH3:3])[CH3:2].[N:20]1([C:27]2[CH:32]=[CH:31][C:30]([NH2:33])=[CH:29][CH:28]=2)[CH2:26][CH2:25][CH2:24][CH2:23][CH2:22][CH2:21]1.